This data is from Reaction yield outcomes from USPTO patents with 853,638 reactions. The task is: Predict the reaction yield, written as a fraction of the theoretical maximum amount of product (1.0 means a 100% yield; for example, 0.34 means a 34% yield). (1) The reactants are [Cl:1][C:2]1[C:3]([C:12]2[CH:17]=[CH:16][C:15]([Cl:18])=[CH:14][CH:13]=2)=[CH:4][C:5]([N+:9]([O-])=O)=[C:6]([CH:8]=1)[NH2:7].Cl. The catalyst is C(O)C.[Zn]. The product is [Cl:1][C:2]1[CH:8]=[C:6]([NH2:7])[C:5]([NH2:9])=[CH:4][C:3]=1[C:12]1[CH:13]=[CH:14][C:15]([Cl:18])=[CH:16][CH:17]=1. The yield is 0.810. (2) The reactants are F[C:2]1[CH:17]=[CH:16][C:15]([N+:18]([O-:20])=[O:19])=[CH:14][C:3]=1[O:4][CH2:5][CH2:6][O:7][CH:8]1[CH2:13][CH2:12][CH2:11][CH2:10][O:9]1.[O:21]1[CH2:24][CH:23]([N:25]2[CH2:30][CH2:29][NH:28][CH2:27][CH2:26]2)[CH2:22]1.C(=O)([O-])[O-].[K+].[K+]. The catalyst is CN1C(=O)CCC1. The product is [N+:18]([C:15]1[CH:16]=[CH:17][C:2]([N:28]2[CH2:29][CH2:30][N:25]([CH:23]3[CH2:24][O:21][CH2:22]3)[CH2:26][CH2:27]2)=[C:3]([O:4][CH2:5][CH2:6][O:7][CH:8]2[CH2:13][CH2:12][CH2:11][CH2:10][O:9]2)[CH:14]=1)([O-:20])=[O:19]. The yield is 0.940. (3) The reactants are CS(O[CH2:6][CH2:7][C:8]([CH3:24])([N:10]1[CH:14]=[C:13]([C:15]2[C:16]3[CH:23]=[CH:22][NH:21][C:17]=3[N:18]=[CH:19][N:20]=2)[CH:12]=[N:11]1)[CH3:9])(=O)=O.[CH3:25][N:26](C=O)C.[C-]#N.[Na+]. The catalyst is O. The product is [CH3:9][C:8]([N:10]1[CH:14]=[C:13]([C:15]2[C:16]3[CH:23]=[CH:22][NH:21][C:17]=3[N:18]=[CH:19][N:20]=2)[CH:12]=[N:11]1)([CH3:24])[CH2:7][CH2:6][C:25]#[N:26]. The yield is 0.590. (4) The reactants are [Cl:1][C:2]1[CH:3]=[CH:4][C:5]([O:28][CH2:29][CH:30]([CH3:32])[CH3:31])=[C:6]([CH2:8][N:9]2[C:13]([CH3:14])=[CH:12][C:11]([C:15]([NH:17][C:18]3[CH:23]=[CH:22][C:21]([CH:24]=O)=[C:20]([O:26][CH3:27])[CH:19]=3)=[O:16])=[N:10]2)[CH:7]=1.[NH:33]1[CH2:38][CH2:37][CH:36]([OH:39])[CH2:35][CH2:34]1.C(O[BH-](OC(=O)C)OC(=O)C)(=O)C.[Na+].C(OCC)(=O)C. The catalyst is O1CCCC1.[Cl-].[Na+].O. The product is [ClH:1].[Cl:1][C:2]1[CH:3]=[CH:4][C:5]([O:28][CH2:29][CH:30]([CH3:32])[CH3:31])=[C:6]([CH2:8][N:9]2[C:13]([CH3:14])=[CH:12][C:11]([C:15]([NH:17][C:18]3[CH:23]=[CH:22][C:21]([CH2:24][N:33]4[CH2:38][CH2:37][CH:36]([OH:39])[CH2:35][CH2:34]4)=[C:20]([O:26][CH3:27])[CH:19]=3)=[O:16])=[N:10]2)[CH:7]=1. The yield is 0.290. (5) The reactants are N1C=CC=CC=1.[NH2:7][C@@H:8]1[CH2:12][CH2:11][N:10]([CH2:13][C:14]2[CH:23]=[C:22]3[C:17]([C:18](=[O:37])[N:19]([CH2:24][C:25]4[CH:30]=[C:29]([Cl:31])[CH:28]=[CH:27][C:26]=4[S:32]([CH2:35][CH3:36])(=[O:34])=[O:33])[CH:20]=[N:21]3)=[CH:16][C:15]=2[O:38][C:39]([F:42])([F:41])[F:40])[CH2:9]1.[C:43](Cl)(=[O:45])[CH3:44].[Cl-].[NH4+]. The catalyst is C(Cl)Cl.C(OCC)(=O)C. The product is [Cl:31][C:29]1[CH:28]=[CH:27][C:26]([S:32]([CH2:35][CH3:36])(=[O:33])=[O:34])=[C:25]([CH2:24][N:19]2[C:18](=[O:37])[C:17]3[C:22](=[CH:23][C:14]([CH2:13][N:10]4[CH2:11][CH2:12][C@@H:8]([NH:7][C:43](=[O:45])[CH3:44])[CH2:9]4)=[C:15]([O:38][C:39]([F:40])([F:41])[F:42])[CH:16]=3)[N:21]=[CH:20]2)[CH:30]=1. The yield is 0.740.